This data is from CYP2D6 inhibition data for predicting drug metabolism from PubChem BioAssay. The task is: Regression/Classification. Given a drug SMILES string, predict its absorption, distribution, metabolism, or excretion properties. Task type varies by dataset: regression for continuous measurements (e.g., permeability, clearance, half-life) or binary classification for categorical outcomes (e.g., BBB penetration, CYP inhibition). Dataset: cyp2d6_veith. (1) The result is 0 (non-inhibitor). The molecule is C/C(CCC(=O)OC[C@@H]1O[C@H](C#Cc2ccccc2)C=C[C@@H]1Oc1ccc(C)cc1)=N/OC[C@@H](O)COCc1ccco1. (2) The molecule is CCC(C)NS(=O)(=O)c1ccc(OCC(=O)Nc2ccc3c(c2)OCCO3)cc1. The result is 0 (non-inhibitor).